From a dataset of Reaction yield outcomes from USPTO patents with 853,638 reactions. Predict the reaction yield, written as a fraction of the theoretical maximum amount of product (1.0 means a 100% yield; for example, 0.34 means a 34% yield). (1) The reactants are C(N(CC)CC)C.[OH:8][CH2:9][CH2:10][NH:11][C:12](=[O:18])[O:13][C:14]([CH3:17])([CH3:16])[CH3:15].Cl.CN(C)C.[C:24]1([CH3:36])[CH:29]=[C:28]([CH3:30])[CH:27]=[C:26]([CH3:31])[C:25]=1[S:32](Cl)(=[O:34])=[O:33]. The catalyst is ClCCl.O. The product is [CH3:36][C:24]1[CH:29]=[C:28]([CH3:30])[CH:27]=[C:26]([CH3:31])[C:25]=1[S:32]([O:8][CH2:9][CH2:10][NH:11][C:12]([O:13][C:14]([CH3:15])([CH3:17])[CH3:16])=[O:18])(=[O:33])=[O:34]. The yield is 0.870. (2) The reactants are [NH2:1][C:2]1[N:10]=[C:9]2[C:5]([N:6]=[CH:7][N:8]2[C@@H:11]2[O:15][C@H:14]([CH2:16][O:17][P@:18]([O:28][C:29]3[CH:34]=[CH:33][CH:32]=[CH:31][C:30]=3[CH2:35][CH2:36][C:37]([O:39][CH2:40][CH3:41])=[O:38])([NH:20][C@@H:21]([CH3:27])[C:22]([O:24][CH2:25][CH3:26])=[O:23])=[O:19])[C@@H:13]([O:42]C(OCC3C=CC=CC=3)=O)[C@:12]2([F:54])[CH3:53])=[C:4]([NH:55]C(OCC2C=CC=CC=2)=O)[N:3]=1.[H][H]. The catalyst is C(O)C.[Pd]. The product is [NH2:1][C:2]1[N:10]=[C:9]2[C:5]([N:6]=[CH:7][N:8]2[C@@H:11]2[O:15][C@H:14]([CH2:16][O:17][P@:18]([O:28][C:29]3[CH:34]=[CH:33][CH:32]=[CH:31][C:30]=3[CH2:35][CH2:36][C:37]([O:39][CH2:40][CH3:41])=[O:38])([NH:20][C@@H:21]([CH3:27])[C:22]([O:24][CH2:25][CH3:26])=[O:23])=[O:19])[C@@H:13]([OH:42])[C@:12]2([F:54])[CH3:53])=[C:4]([NH2:55])[N:3]=1. The yield is 0.770. (3) The catalyst is CN(C=O)C.C(OCC)(=O)C.O. The product is [CH3:1][O:2][C:3]([C:5]1[C:13]([NH:14][C:15]2[CH:20]=[CH:19][C:18]([Br:21])=[CH:17][C:16]=2[Cl:22])=[C:12]([F:23])[C:8]2[N:9]=[CH:10][N:11]([CH2:31][CH2:30][S:32]([CH3:35])(=[O:34])=[O:33])[C:7]=2[CH:6]=1)=[O:4]. The yield is 0.500. The reactants are [CH3:1][O:2][C:3]([C:5]1[C:13]([NH:14][C:15]2[CH:20]=[CH:19][C:18]([Br:21])=[CH:17][C:16]=2[Cl:22])=[C:12]([F:23])[C:8]2[N:9]=[CH:10][NH:11][C:7]=2[CH:6]=1)=[O:4].C([O-])([O-])=O.[K+].[K+].[CH:30]([S:32]([CH3:35])(=[O:34])=[O:33])=[CH2:31]. (4) The reactants are [O:1]=[C:2]1[C@H:6]([NH:7][C:8](=[O:17])[O:9][CH2:10][C:11]2[CH:16]=[CH:15][CH:14]=[CH:13][CH:12]=2)[CH2:5][C:4](=[O:18])[O:3]1.[BH4-].[Na+]. The catalyst is C1COCC1. The product is [CH2:10]([O:9][C:8]([NH:7][C@@H:6]([CH2:2][OH:1])[CH2:5][C:4]([OH:18])=[O:3])=[O:17])[C:11]1[CH:12]=[CH:13][CH:14]=[CH:15][CH:16]=1. The yield is 0.850. (5) The reactants are [C:1]([C:3]1[CH:11]=[CH:10][CH:9]=[CH:8][C:4]=1[C:5]([OH:7])=[O:6])#[N:2].[C:12]1(O)[CH:17]=[CH:16][CH:15]=[CH:14][CH:13]=1.C1CN([P+](ON2N=NC3C=CC=CC2=3)(N2CCCC2)N2CCCC2)CC1.F[P-](F)(F)(F)(F)F.C(N(CC)CC)C. The catalyst is CN(C=O)C.O. The product is [C:1]([C:3]1[CH:11]=[CH:10][CH:9]=[CH:8][C:4]=1[C:5]([O:7][C:12]1[CH:17]=[CH:16][CH:15]=[CH:14][CH:13]=1)=[O:6])#[N:2]. The yield is 0.820. (6) The reactants are Cl.C(O[C:5]([C:7]1[CH:8]=[C:9]2[C:13](=[CH:14][CH:15]=1)[NH:12][N:11]=[C:10]2[C:16]1[CH:21]=[CH:20][C:19]([F:22])=[CH:18][CH:17]=1)=[NH:6])C.[NH2:23][NH:24][C:25](=O)[CH2:26][N:27]1[CH2:31][CH2:30][CH2:29][C:28]1=[O:32].C[O-].[Na+]. The catalyst is CO. The product is [F:22][C:19]1[CH:18]=[CH:17][C:16]([C:10]2[C:9]3[C:13](=[CH:14][CH:15]=[C:7]([C:5]4[N:6]=[C:25]([CH2:26][N:27]5[CH2:31][CH2:30][CH2:29][C:28]5=[O:32])[NH:24][N:23]=4)[CH:8]=3)[NH:12][N:11]=2)=[CH:21][CH:20]=1. The yield is 0.340. (7) The reactants are C(S[S:21][CH2:22][CH2:23][CH2:24][CH:25]([CH2:29][CH2:30][C:31]([OH:33])=[O:32])[C:26](O)=[O:27])(C1C=CC=CC=1)(C1C=CC=CC=1)C1C=CC=CC=1.FC(F)(F)C(O)=O.C([SiH](CC)CC)C. The catalyst is ClCCl. The product is [O:27]=[C:26]1[CH:25]([CH2:29][CH2:30][C:31]([OH:33])=[O:32])[CH2:24][CH2:23][CH2:22][S:21]1. The yield is 0.370.